From a dataset of Forward reaction prediction with 1.9M reactions from USPTO patents (1976-2016). Predict the product of the given reaction. (1) Given the reactants Cl[C:2]1[C:3]([O:5][CH2:6][C:7]=1[C:8]1[CH:13]=[CH:12][C:11]([S:14]([CH3:17])(=[O:16])=[O:15])=[CH:10][CH:9]=1)=[O:4].[C:18]1(B(O)O)[CH:23]=[CH:22][CH:21]=[CH:20][CH:19]=1.[F-].[Cs+], predict the reaction product. The product is: [CH3:17][S:14]([C:11]1[CH:12]=[CH:13][C:8]([C:7]2[CH2:6][O:5][C:3](=[O:4])[C:2]=2[C:18]2[CH:23]=[CH:22][CH:21]=[CH:20][CH:19]=2)=[CH:9][CH:10]=1)(=[O:16])=[O:15]. (2) Given the reactants Br[C:2]1[N:6]2[CH:7]=[CH:8][CH:9]=[N:10][C:5]2=[N:4][C:3]=1[C:11]1[CH:18]=[CH:17][C:14]([CH:15]=[O:16])=[CH:13][CH:12]=1.[F:19][C:20]1[CH:25]=[CH:24][C:23](B(O)O)=[CH:22][CH:21]=1.C([O-])([O-])=O.[K+].[K+].O.C(O)C, predict the reaction product. The product is: [F:19][C:20]1[CH:25]=[CH:24][C:23]([C:2]2[N:6]3[CH:7]=[CH:8][CH:9]=[N:10][C:5]3=[N:4][C:3]=2[C:11]2[CH:18]=[CH:17][C:14]([CH:15]=[O:16])=[CH:13][CH:12]=2)=[CH:22][CH:21]=1. (3) Given the reactants OC(C(F)(F)F)=O.[NH:8]1[CH2:11][CH:10]([NH:12][C:13](=[O:29])[CH2:14][NH:15][C:16]2[C:20]3[CH:21]=[C:22]([C:25]([F:28])([F:27])[F:26])[CH:23]=[CH:24][C:19]=3[O:18][N:17]=2)[CH2:9]1.[C:30]([O:34][C:35](=[O:44])[NH:36][CH:37]1[CH2:42][CH2:41][C:40](=O)[CH2:39][CH2:38]1)([CH3:33])([CH3:32])[CH3:31], predict the reaction product. The product is: [C:30]([O:34][C:35](=[O:44])[NH:36][CH:37]1[CH2:38][CH2:39][CH:40]([N:8]2[CH2:11][CH:10]([NH:12][C:13](=[O:29])[CH2:14][NH:15][C:16]3[C:20]4[CH:21]=[C:22]([C:25]([F:27])([F:26])[F:28])[CH:23]=[CH:24][C:19]=4[O:18][N:17]=3)[CH2:9]2)[CH2:41][CH2:42]1)([CH3:33])([CH3:31])[CH3:32]. (4) The product is: [C:3]([C:7]1[CH:12]=[CH:11][C:10]([C:13]2[C:14]([C:20]([OH:22])=[O:21])=[CH:15][CH:16]=[CH:17][C:18]=2[CH3:19])=[CH:9][CH:8]=1)([CH3:6])([CH3:4])[CH3:5]. Given the reactants [OH-].[Na+].[C:3]([C:7]1[CH:12]=[CH:11][C:10]([C:13]2[C:14]([C:20]([O:22]CC3C=CC=CC=3)=[O:21])=[CH:15][CH:16]=[CH:17][C:18]=2[CH3:19])=[CH:9][CH:8]=1)([CH3:6])([CH3:5])[CH3:4], predict the reaction product. (5) Given the reactants Cl[C:2]1[N:7]2[CH:8]=[C:9]([CH2:11][O:12][C:13]3[CH:34]=[CH:33][C:16]([CH2:17][O:18]/[N:19]=[C:20](/[C:27]4[CH:32]=[CH:31][CH:30]=[CH:29][CH:28]=4)\[CH2:21][CH2:22][C:23]([O:25][CH3:26])=[O:24])=[CH:15][CH:14]=3)[N:10]=[C:6]2[CH:5]=[CH:4][CH:3]=1.[C:35]1(B(O)O)[CH:40]=[CH:39][CH:38]=[CH:37][CH:36]=1.C(=O)(O)[O-].[Na+].C1(C)C=CC=CC=1, predict the reaction product. The product is: [C:35]1([C:2]2[N:7]3[CH:8]=[C:9]([CH2:11][O:12][C:13]4[CH:34]=[CH:33][C:16]([CH2:17][O:18]/[N:19]=[C:20](/[C:27]5[CH:32]=[CH:31][CH:30]=[CH:29][CH:28]=5)\[CH2:21][CH2:22][C:23]([O:25][CH3:26])=[O:24])=[CH:15][CH:14]=4)[N:10]=[C:6]3[CH:5]=[CH:4][CH:3]=2)[CH:40]=[CH:39][CH:38]=[CH:37][CH:36]=1. (6) Given the reactants [C:1]12([NH2:11])[CH2:10][CH:5]3[CH2:6][CH:7]([CH2:9][CH:3]([CH2:4]3)[CH2:2]1)[CH2:8]2.[CH3:12][C:13]1[S:17][C:16]([C:18](=O)[CH3:19])=[CH:15][CH:14]=1, predict the reaction product. The product is: [CH3:12][C:13]1[S:17][C:16]([CH:18]([NH:11][C:1]23[CH2:8][CH:7]4[CH2:6][CH:5]([CH2:4][CH:3]([CH2:9]4)[CH2:2]2)[CH2:10]3)[CH3:19])=[CH:15][CH:14]=1. (7) Given the reactants [Cl:1][C:2]1[CH:3]=[C:4]([CH:9]2[C:18]3[C:13](=[CH:14][CH:15]=[CH:16][CH:17]=3)[CH2:12][CH:11]([NH:19][CH3:20])[CH2:10]2)[CH:5]=[CH:6][C:7]=1[Cl:8].[CH2:21]=O, predict the reaction product. The product is: [Cl:1][C:2]1[CH:3]=[C:4]([CH:9]2[C:18]3[C:13](=[CH:14][CH:15]=[CH:16][CH:17]=3)[CH2:12][CH:11]([N:19]([CH3:21])[CH3:20])[CH2:10]2)[CH:5]=[CH:6][C:7]=1[Cl:8]. (8) Given the reactants [Cl:1][C:2]1[CH:17]=[CH:16][CH:15]=[CH:14][C:3]=1[O:4][CH2:5][C:6]1[O:10][N:9]=[C:8]([C:11]([OH:13])=O)[CH:7]=1.C(N(CC)CC)C.Cl.C(N=C=NCCCN(C)C)C.ON1C2C=CC=CC=2N=N1.[O:47]1[CH2:52][CH2:51][CH:50]([CH2:53][NH2:54])[CH2:49][CH2:48]1, predict the reaction product. The product is: [O:47]1[CH2:52][CH2:51][CH:50]([CH2:53][NH:54][C:11]([C:8]2[CH:7]=[C:6]([CH2:5][O:4][C:3]3[CH:14]=[CH:15][CH:16]=[CH:17][C:2]=3[Cl:1])[O:10][N:9]=2)=[O:13])[CH2:49][CH2:48]1.